This data is from Merck oncology drug combination screen with 23,052 pairs across 39 cell lines. The task is: Regression. Given two drug SMILES strings and cell line genomic features, predict the synergy score measuring deviation from expected non-interaction effect. (1) Drug 1: Cn1nnc2c(C(N)=O)ncn2c1=O. Drug 2: CS(=O)(=O)CCNCc1ccc(-c2ccc3ncnc(Nc4ccc(OCc5cccc(F)c5)c(Cl)c4)c3c2)o1. Cell line: NCIH520. Synergy scores: synergy=2.99. (2) Drug 1: C=CCn1c(=O)c2cnc(Nc3ccc(N4CCN(C)CC4)cc3)nc2n1-c1cccc(C(C)(C)O)n1. Cell line: COLO320DM. Synergy scores: synergy=7.10. Drug 2: O=C(NOCC(O)CO)c1ccc(F)c(F)c1Nc1ccc(I)cc1F. (3) Drug 1: C=CCn1c(=O)c2cnc(Nc3ccc(N4CCN(C)CC4)cc3)nc2n1-c1cccc(C(C)(C)O)n1. Drug 2: COC1=C2CC(C)CC(OC)C(O)C(C)C=C(C)C(OC(N)=O)C(OC)C=CC=C(C)C(=O)NC(=CC1=O)C2=O. Cell line: KPL1. Synergy scores: synergy=3.18. (4) Drug 1: Nc1ccn(C2OC(CO)C(O)C2(F)F)c(=O)n1. Drug 2: CC(C)CC(NC(=O)C(Cc1ccccc1)NC(=O)c1cnccn1)B(O)O. Cell line: SKMEL30. Synergy scores: synergy=0.109. (5) Drug 1: CCN(CC)CCNC(=O)c1c(C)[nH]c(C=C2C(=O)Nc3ccc(F)cc32)c1C. Drug 2: CCc1cnn2c(NCc3ccc[n+]([O-])c3)cc(N3CCCCC3CCO)nc12. Cell line: SW620. Synergy scores: synergy=-2.08. (6) Drug 1: COc1cccc2c1C(=O)c1c(O)c3c(c(O)c1C2=O)CC(O)(C(=O)CO)CC3OC1CC(N)C(O)C(C)O1. Drug 2: C=CCn1c(=O)c2cnc(Nc3ccc(N4CCN(C)CC4)cc3)nc2n1-c1cccc(C(C)(C)O)n1. Cell line: HCT116. Synergy scores: synergy=3.43. (7) Drug 1: CN1C(=O)C=CC2(C)C3CCC4(C)C(NC(=O)OCC(F)(F)F)CCC4C3CCC12. Drug 2: O=P1(N(CCCl)CCCl)NCCCO1. Cell line: HCT116. Synergy scores: synergy=2.85.